From a dataset of Catalyst prediction with 721,799 reactions and 888 catalyst types from USPTO. Predict which catalyst facilitates the given reaction. (1) Reactant: Br[CH2:2][C:3]1[C:8]([O:9][Si](C(C)(C)C)(C2C=CC=CC=2)C2C=CC=CC=2)=[CH:7][CH:6]=[CH:5][N:4]=1.[NH:27]1[CH:31]=[CH:30][N:29]=[C:28]1[C:32]1[CH:33]=[CH:34][C:35]([CH3:48])=[C:36]([NH:38][C:39](=[O:47])[C:40]2[CH:45]=[CH:44][C:43]([OH:46])=[CH:42][CH:41]=2)[CH:37]=1.C([O-])([O-])=O.[K+].[K+]. Product: [NH:27]1[CH:31]=[CH:30][N:29]=[C:28]1[C:32]1[CH:33]=[CH:34][C:35]([CH3:48])=[C:36]([NH:38][C:39](=[O:47])[C:40]2[CH:45]=[CH:44][C:43]([O:46][CH2:2][C:3]3[C:8]([OH:9])=[CH:7][CH:6]=[CH:5][N:4]=3)=[CH:42][CH:41]=2)[CH:37]=1. The catalyst class is: 47. (2) Reactant: [CH3:1][O:2][C:3]1[C:11]([O:12][CH2:13][CH2:14][CH2:15][Cl:16])=[CH:10][C:6]([C:7]([OH:9])=[O:8])=[C:5]([N+:17]([O-])=O)[CH:4]=1.[H][H]. Product: [CH3:1][O:2][C:3]1[CH:4]=[C:5]([NH2:17])[C:6](=[CH:10][C:11]=1[O:12][CH2:13][CH2:14][CH2:15][Cl:16])[C:7]([OH:9])=[O:8]. The catalyst class is: 43. (3) Reactant: [F:1][C:2]1[CH:7]=[CH:6][C:5]([C:8]2[CH2:9][CH2:10][CH2:11][C:12]3[CH:24]=[C:23]([O:25][CH3:26])[CH:22]=[CH:21][C:13]=3[C:14]=2[C:15]#[C:16][CH2:17][CH2:18][CH2:19][OH:20])=[CH:4][C:3]=1[O:27][CH3:28]. Product: [F:1][C:2]1[CH:7]=[CH:6][C:5]([C:8]2[CH2:9][CH2:10][CH2:11][C:12]3[CH:24]=[C:23]([O:25][CH3:26])[CH:22]=[CH:21][C:13]=3[C:14]=2[CH2:15][CH2:16][CH2:17][CH2:18][CH2:19][OH:20])=[CH:4][C:3]=1[O:27][CH3:28]. The catalyst class is: 45. (4) Reactant: [O:1]1[C:5]2([CH2:10][CH2:9][CH:8]([O:11][C:12]3[N:17]=[C:16]([C:18]([F:21])([F:20])[F:19])[N:15]=[C:14]([CH2:22][C:23](OCC)=[O:24])[CH:13]=3)[CH2:7][CH2:6]2)[O:4][CH2:3][CH2:2]1.[BH4-].[Na+].CO. Product: [O:4]1[C:5]2([CH2:10][CH2:9][CH:8]([O:11][C:12]3[N:17]=[C:16]([C:18]([F:20])([F:21])[F:19])[N:15]=[C:14]([CH2:22][CH2:23][OH:24])[CH:13]=3)[CH2:7][CH2:6]2)[O:1][CH2:2][CH2:3]1. The catalyst class is: 7. (5) Product: [CH2:1]([O:8][CH2:9][C:10]12[CH2:18][CH:14]3[CH2:15][CH:16]([CH2:17]1)[C:12]([C:19](=[O:20])[CH3:24])([CH2:13]3)[CH2:11]2)[C:2]1[CH:3]=[CH:4][CH:5]=[CH:6][CH:7]=1. Reactant: [CH2:1]([O:8][CH2:9][C:10]12[CH2:18][CH:14]3[CH2:15][CH:16]([CH2:17]1)[C:12]([C:19]1([CH3:24])OCC[O:20]1)([CH2:13]3)[CH2:11]2)[C:2]1[CH:7]=[CH:6][CH:5]=[CH:4][CH:3]=1.C1(C)C=CC(S(O)(=O)=O)=CC=1. The catalyst class is: 21.